This data is from Full USPTO retrosynthesis dataset with 1.9M reactions from patents (1976-2016). The task is: Predict the reactants needed to synthesize the given product. (1) Given the product [CH:1]1([N:6]2[CH2:12][CH:11]([CH3:13])[C:10](=[O:14])[N:9]([CH3:15])[C:8]3[CH:16]=[N:17][C:18]([NH:20][C:21]4[CH:29]=[CH:28][C:24]([C:25]([NH:65][CH:66]5[CH2:71][CH2:70][N:69]([CH3:72])[CH2:68][CH2:67]5)=[O:27])=[CH:23][C:22]=4[O:30][CH3:31])=[N:19][C:7]2=3)[CH2:5][CH2:4][CH2:3][CH2:2]1, predict the reactants needed to synthesize it. The reactants are: [CH:1]1([N:6]2[CH2:12][CH:11]([CH3:13])[C:10](=[O:14])[N:9]([CH3:15])[C:8]3[CH:16]=[N:17][C:18]([NH:20][C:21]4[CH:29]=[CH:28][C:24]([C:25]([OH:27])=O)=[CH:23][C:22]=4[O:30][CH3:31])=[N:19][C:7]2=3)[CH2:5][CH2:4][CH2:3][CH2:2]1.F[P-](F)(F)(F)(F)F.CN(C(N(C)C)=[N+]1C2C(=NC=CC=2)[N+]([O-])=N1)C.C(N(C(C)C)C(C)C)C.[NH2:65][CH:66]1[CH2:71][CH2:70][N:69]([CH3:72])[CH2:68][CH2:67]1. (2) Given the product [Br:1][C:2]1[C:3]([F:17])=[CH:4][C:5]2[O:11][CH2:10][CH2:9][N:8]3[CH:12]=[C:13]([C:29]([NH2:28])=[O:30])[N:14]=[C:7]3[C:6]=2[CH:16]=1, predict the reactants needed to synthesize it. The reactants are: [Br:1][C:2]1[C:3]([F:17])=[CH:4][C:5]2[O:11][CH2:10][CH2:9][N:8]3[CH:12]=[C:13](I)[N:14]=[C:7]3[C:6]=2[CH:16]=1.C[Si](N[Si](C)(C)C)(C)C.C[N:28](C)[CH:29]=[O:30]. (3) Given the product [CH3:9][C:1]1[CH:6]=[CH:5][C:4]([C:7]#[N:8])=[CH:3][C:2]=1[N+:10]([O-:12])=[O:11], predict the reactants needed to synthesize it. The reactants are: [C:1]1([CH3:9])[CH:6]=[CH:5][C:4]([C:7]#[N:8])=[CH:3][CH:2]=1.[N+:10]([O-])([OH:12])=[O:11]. (4) Given the product [Br:31][C:32]1[CH:33]=[C:34]([S:38]([N:8]2[CH2:17][CH2:16][C:15]3[C@:10]([CH2:28][O:29][CH3:30])([CH2:11][C:12]4[CH:20]=[N:19][N:18]([C:21]5[CH:26]=[CH:25][C:24]([F:27])=[CH:23][CH:22]=5)[C:13]=4[CH:14]=3)[CH2:9]2)(=[O:40])=[O:39])[CH:35]=[N:36][CH:37]=1, predict the reactants needed to synthesize it. The reactants are: C(OC([N:8]1[CH2:17][CH2:16][C:15]2[C@:10]([CH2:28][O:29][CH3:30])([CH2:11][C:12]3[CH:20]=[N:19][N:18]([C:21]4[CH:26]=[CH:25][C:24]([F:27])=[CH:23][CH:22]=4)[C:13]=3[CH:14]=2)[CH2:9]1)=O)(C)(C)C.[Br:31][C:32]1[CH:33]=[C:34]([S:38](Cl)(=[O:40])=[O:39])[CH:35]=[N:36][CH:37]=1.